Dataset: Forward reaction prediction with 1.9M reactions from USPTO patents (1976-2016). Task: Predict the product of the given reaction. (1) Given the reactants I[C:2]1[C:10]2[C:5](=[N:6][CH:7]=[N:8][C:9]=2[NH2:11])[N:4]([CH:12]2[CH2:17][CH2:16][CH:15]([N:18]3[CH2:23][CH2:22][N:21]([CH3:24])[CH2:20][CH2:19]3)[CH2:14][CH2:13]2)[N:3]=1.CC1(C)C(C)(C)OB([C:33]2[CH:38]=[CH:37][C:36]([NH:39][C:40]3[O:41][C:42]4[CH:48]=[CH:47][C:46]([O:49][C:50]([F:53])([F:52])[F:51])=[CH:45][C:43]=4[N:44]=3)=[CH:35][CH:34]=2)O1.C(=O)([O-])[O-].[Na+].[Na+], predict the reaction product. The product is: [NH2:11][C:9]1[N:8]=[CH:7][N:6]=[C:5]2[N:4]([C@H:12]3[CH2:17][CH2:16][C@@H:15]([N:18]4[CH2:23][CH2:22][N:21]([CH3:24])[CH2:20][CH2:19]4)[CH2:14][CH2:13]3)[N:3]=[C:2]([C:33]3[CH:34]=[CH:35][C:36]([NH:39][C:40]4[O:41][C:42]5[CH:48]=[CH:47][C:46]([O:49][C:50]([F:51])([F:52])[F:53])=[CH:45][C:43]=5[N:44]=4)=[CH:37][CH:38]=3)[C:10]=12. (2) Given the reactants [CH3:1][S-:2].[Na+].[Cl:4][C:5]1[CH:10]=[C:9]([S:11]([C:14]2[CH:19]=[CH:18][CH:17]=[CH:16][C:15]=2F)(=[O:13])=[O:12])[CH:8]=[CH:7][C:6]=1[NH:21][C:22](=[O:30])[C@:23]([OH:29])([CH3:28])[C:24]([F:27])([F:26])[F:25].[Cl-].[NH4+], predict the reaction product. The product is: [Cl:4][C:5]1[CH:10]=[C:9]([S:11]([C:14]2[CH:19]=[CH:18][CH:17]=[CH:16][C:15]=2[S:2][CH3:1])(=[O:13])=[O:12])[CH:8]=[CH:7][C:6]=1[NH:21][C:22](=[O:30])[C@:23]([OH:29])([CH3:28])[C:24]([F:27])([F:26])[F:25].